The task is: Predict the reaction yield, written as a fraction of the theoretical maximum amount of product (1.0 means a 100% yield; for example, 0.34 means a 34% yield).. This data is from Reaction yield outcomes from USPTO patents with 853,638 reactions. (1) The reactants are C([O:3][C:4]([C:6]1[C:7]([C:12]2[CH:13]=[C:14]([CH3:18])[CH:15]=[CH:16][CH:17]=2)=[N:8][O:9][C:10]=1[CH3:11])=O)C.C(OC(C1C(C2C=CC=CC=2F)=NOC=1C)=O)C. No catalyst specified. The product is [CH3:11][C:10]1[O:9][N:8]=[C:7]([C:12]2[CH:13]=[C:14]([CH3:18])[CH:15]=[CH:16][CH:17]=2)[C:6]=1[CH2:4][OH:3]. The yield is 0.770. (2) The reactants are O.NN.[CH:4]([C:6]1[CH:11]=[CH:10][C:9]([N:12]2[CH2:17][CH2:16][N:15]([C:18]([O:20][C:21]([CH3:24])([CH3:23])[CH3:22])=[O:19])[CH2:14][CH2:13]2)=[CH:8][CH:7]=1)=O.C(N(CC)CC)C.[Cl:32][C:33](Cl)(Cl)[C:34]#[N:35].Cl. The catalyst is CS(C)=O.[Cu]Cl. The product is [Cl:32][C:33]([C:34]#[N:35])=[CH:4][C:6]1[CH:11]=[CH:10][C:9]([N:12]2[CH2:17][CH2:16][N:15]([C:18]([O:20][C:21]([CH3:24])([CH3:23])[CH3:22])=[O:19])[CH2:14][CH2:13]2)=[CH:8][CH:7]=1. The yield is 0.260. (3) The reactants are [CH2:1]([N:3]([CH2:37][CH3:38])[CH2:4][CH2:5][CH2:6][NH:7][C:8]1[N:9]=[C:10]([C:27]2[C:28]([CH3:36])=[C:29]([CH:33]=[CH:34][CH:35]=2)[C:30](O)=[O:31])[C:11]2[CH:17]=[CH:16][C:15](=[O:18])[N:14]([C:19]3[C:24]([F:25])=[CH:23][CH:22]=[CH:21][C:20]=3[F:26])[C:12]=2[N:13]=1)[CH3:2].CN(C(O[N:47]1N=N[C:49]2[CH:50]=CC=C[C:48]1=2)=[N+](C)C)C.F[P-](F)(F)(F)(F)F.C(N(CC)CC)C.C(N)CC. The catalyst is CN(C=O)C. The product is [CH2:37]([N:3]([CH2:1][CH3:2])[CH2:4][CH2:5][CH2:6][NH:7][C:8]1[N:9]=[C:10]([C:27]2[C:28]([CH3:36])=[C:29]([CH:33]=[CH:34][CH:35]=2)[C:30]([NH:47][CH2:48][CH2:49][CH3:50])=[O:31])[C:11]2[CH:17]=[CH:16][C:15](=[O:18])[N:14]([C:19]3[C:24]([F:25])=[CH:23][CH:22]=[CH:21][C:20]=3[F:26])[C:12]=2[N:13]=1)[CH3:38]. The yield is 0.530. (4) The reactants are C1CN([P+]([O:17][N:18]2N=N[C:24]3[C:19]2=[CH:20][CH:21]=[CH:22][CH:23]=3)(N2CCCC2)N2CCCC2)CC1.F[P-](F)(F)(F)(F)F.[OH2:34].O[C:36]1[C:44]2[N:43]=NN[C:40]=2[CH:39]=[CH:38][CH:37]=1.[Cl-].[NH4+].C([N:50]([CH:53](C)C)CC)(C)C.C[N:57]([CH:59]=[O:60])C. The catalyst is O. The product is [N+:18]([C:19]1[CH:20]=[CH:21][C:22]([C:59]([NH2:57])=[O:60])=[C:23]2[C:24]=1[CH:36]=[C:44]([C:40]1[CH:53]=[N:50][CH:37]=[CH:38][CH:39]=1)[NH:43]2)([O-:17])=[O:34]. The yield is 0.560. (5) The reactants are [CH3:1][C:2]1[S:3][C:4](C(O)=O)=[C:5]([C:7]2[CH:12]=[CH:11][CH:10]=[CH:9][C:8]=2[CH3:13])[N:6]=1.C1(P(N=[N+]=[N-])(C2C=CC=CC=2)=[O:24])C=CC=CC=1.C([N:36]([CH2:39]C)CC)C.[C:41]([OH:45])([CH3:44])([CH3:43])[CH3:42]. The catalyst is O. The product is [C:41]([O:45][C:39](=[O:24])[NH:36][C:4]1[S:3][C:2]([CH3:1])=[N:6][C:5]=1[C:7]1[CH:12]=[CH:11][CH:10]=[CH:9][C:8]=1[CH3:13])([CH3:44])([CH3:43])[CH3:42]. The yield is 0.900. (6) The reactants are [CH:1]1([CH2:7][CH2:8][C@H:9]([NH:13][C:14]([C:16]2[NH:17][C:18]3[C:23]([CH:24]=2)=[CH:22][CH:21]=[CH:20][CH:19]=3)=[O:15])[C:10]([OH:12])=[O:11])[CH2:6][CH2:5][CH2:4][CH2:3][CH2:2]1.Cl.[CH2:26](OC(=O)[C@@H](N)CCC1CCCCC1)[CH3:27].N1C2C(=CC=CC=2)C=C1C(O)=O.CN(C(ON1N=NC2C=CC=NC1=2)=[N+](C)C)C.F[P-](F)(F)(F)(F)F.CCN(C(C)C)C(C)C. The catalyst is C(Cl)Cl. The product is [CH2:26]([O:11][C:10](=[O:12])[C@@H:9]([NH:13][C:14]([C:16]1[NH:17][C:18]2[C:23]([CH:24]=1)=[CH:22][CH:21]=[CH:20][CH:19]=2)=[O:15])[CH2:8][CH2:7][CH:1]1[CH2:6][CH2:5][CH2:4][CH2:3][CH2:2]1)[CH3:27]. The yield is 0.920. (7) The reactants are CC(OI1(OC(C)=O)(OC(C)=O)OC(=O)C2C1=CC=CC=2)=O.[C:23]12([CH2:33][CH2:34][N:35]([CH2:49][CH2:50][CH2:51][CH2:52][CH3:53])[C:36]([NH:38][CH2:39][CH2:40][CH:41]([OH:48])[C:42]3[CH:47]=[CH:46][N:45]=[CH:44][CH:43]=3)=[O:37])[CH2:32][CH:27]3[CH2:28][CH:29]([CH2:31][CH:25]([CH2:26]3)[CH2:24]1)[CH2:30]2.S([O-])([O-])=O.[Na+].[Na+].C(=O)([O-])O.[Na+]. The catalyst is ClCCl.O.C(OCC)(=O)C. The product is [C:23]12([CH2:33][CH2:34][N:35]([CH2:49][CH2:50][CH2:51][CH2:52][CH3:53])[C:36]([NH:38][CH2:39][CH2:40][C:41](=[O:48])[C:42]3[CH:47]=[CH:46][N:45]=[CH:44][CH:43]=3)=[O:37])[CH2:30][CH:29]3[CH2:28][CH:27]([CH2:26][CH:25]([CH2:31]3)[CH2:24]1)[CH2:32]2. The yield is 0.878. (8) The reactants are [F:1][C:2]([F:13])([F:12])[C:3]1[C:7]2[CH:8]=[N:9][CH:10]=[CH:11][C:6]=2[NH:5][N:4]=1.Br[CH2:15][C:16]([NH:18][C:19]1[S:23][C:22]2[CH2:24][CH2:25][CH2:26][CH2:27][C:21]=2[C:20]=1[C:28]([NH2:30])=[O:29])=[O:17].C(=O)([O-])[O-].[K+].[K+]. The catalyst is CN(C=O)C. The product is [F:13][C:2]([F:1])([F:12])[C:3]1[C:7]2[CH:8]=[N:9][CH:10]=[CH:11][C:6]=2[N:5]([CH2:15][C:16]([NH:18][C:19]2[S:23][C:22]3[CH2:24][CH2:25][CH2:26][CH2:27][C:21]=3[C:20]=2[C:28]([NH2:30])=[O:29])=[O:17])[N:4]=1. The yield is 0.0460. (9) The product is [C:31]1([S:37][C:22]2[CH:23]=[C:24]([C:27]([F:28])([F:29])[F:30])[CH:25]=[CH:26][C:21]=2[O:20][CH:15]2[CH2:16][CH2:17][CH2:18][CH2:19][O:14]2)[CH:36]=[CH:35][CH:34]=[CH:33][CH:32]=1. The catalyst is CCCCCC.C1COCC1.O. The reactants are CN(C)CCN(C)C.C([Li])CCC.[O:14]1[CH2:19][CH2:18][CH2:17][CH2:16][CH:15]1[O:20][C:21]1[CH:26]=[CH:25][C:24]([C:27]([F:30])([F:29])[F:28])=[CH:23][CH:22]=1.[C:31]1([S:37][S:37][C:31]2[CH:36]=[CH:35][CH:34]=[CH:33][CH:32]=2)[CH:36]=[CH:35][CH:34]=[CH:33][CH:32]=1. The yield is 0.827. (10) The reactants are [OH:1][NH:2][C:3](=[NH:7])[CH:4]([CH3:6])[CH3:5].[OH:8][CH:9]1[CH2:14][CH2:13][N:12]([C:15]#N)[CH2:11][CH2:10]1. The yield is 0.710. The catalyst is C(OCC)(=O)C.[Cl-].[Cl-].[Zn+2]. The product is [CH:4]([C:3]1[N:7]=[C:15]([N:12]2[CH2:13][CH2:14][CH:9]([OH:8])[CH2:10][CH2:11]2)[O:1][N:2]=1)([CH3:6])[CH3:5].